This data is from Peptide-MHC class II binding affinity with 134,281 pairs from IEDB. The task is: Regression. Given a peptide amino acid sequence and an MHC pseudo amino acid sequence, predict their binding affinity value. This is MHC class II binding data. (1) The peptide sequence is YFQCFKSILLIMNAN. The MHC is DRB1_0802 with pseudo-sequence DRB1_0802. The binding affinity (normalized) is 0.388. (2) The peptide sequence is PQQPFPQQPQQPYPQ. The MHC is HLA-DPA10201-DPB10101 with pseudo-sequence HLA-DPA10201-DPB10101. The binding affinity (normalized) is 0.140. (3) The peptide sequence is GKNLVFSPGRKNGSF. The MHC is HLA-DQA10201-DQB10402 with pseudo-sequence HLA-DQA10201-DQB10402. The binding affinity (normalized) is 0.288. (4) The peptide sequence is IEKVDAAFKVAATAANAAPA. The MHC is HLA-DPA10301-DPB10402 with pseudo-sequence HLA-DPA10301-DPB10402. The binding affinity (normalized) is 0.358. (5) The peptide sequence is EKKYFAATQFEPCAA. The MHC is DRB1_0701 with pseudo-sequence DRB1_0701. The binding affinity (normalized) is 0.524.